Dataset: Full USPTO retrosynthesis dataset with 1.9M reactions from patents (1976-2016). Task: Predict the reactants needed to synthesize the given product. (1) Given the product [F:13][C:14]1[CH:19]=[CH:18][C:17]([F:20])=[CH:16][C:15]=1[C:21]1[CH:26]=[CH:25][CH:24]=[CH:23][C:22]=1[CH:27]([NH:29][S:9]([C:5]1[CH:6]=[CH:7][CH:8]=[C:3]([O:2][CH3:1])[CH:4]=1)(=[O:11])=[O:10])[CH3:28], predict the reactants needed to synthesize it. The reactants are: [CH3:1][O:2][C:3]1[CH:4]=[C:5]([S:9](Cl)(=[O:11])=[O:10])[CH:6]=[CH:7][CH:8]=1.[F:13][C:14]1[CH:19]=[CH:18][C:17]([F:20])=[CH:16][C:15]=1[C:21]1[CH:26]=[CH:25][CH:24]=[CH:23][C:22]=1[CH:27]([NH2:29])[CH3:28].C(N(CC)CC)C. (2) Given the product [O:1]([C:14]1[CH:19]=[C:18]([CH2:20][O:21][C:31](=[O:33])[CH3:32])[CH:17]=[CH:16][C:15]=1[CH2:22][C:23]1[CH:24]=[CH:25][C:26]([O:29][CH3:30])=[CH:27][CH:28]=1)[C@@H:2]1[O:10][C@H:9]([C@@H:11]([CH3:13])[OH:12])[C@@H:7]([OH:8])[C@H:5]([OH:6])[C@H:3]1[OH:4], predict the reactants needed to synthesize it. The reactants are: [O:1]([C:14]1[CH:19]=[C:18]([CH2:20][OH:21])[CH:17]=[CH:16][C:15]=1[CH2:22][C:23]1[CH:28]=[CH:27][C:26]([O:29][CH3:30])=[CH:25][CH:24]=1)[C@@H:2]1[O:10][C@H:9]([C@@H:11]([CH3:13])[OH:12])[C@@H:7]([OH:8])[C@H:5]([OH:6])[C@H:3]1[OH:4].[C:31](Cl)(=[O:33])[CH3:32].CO.C(OCC)(=O)C. (3) Given the product [Br:1][C:2]1[CH:11]=[CH:10][CH:9]=[C:8]2[C:3]=1[CH2:4][N:5]([CH3:13])[C:6](=[O:12])[N:7]2[CH2:20][C:19]1[CH:22]=[CH:23][CH:24]=[C:17]([F:16])[CH:18]=1, predict the reactants needed to synthesize it. The reactants are: [Br:1][C:2]1[CH:11]=[CH:10][CH:9]=[C:8]2[C:3]=1[CH2:4][N:5]([CH3:13])[C:6](=[O:12])[NH:7]2.[H-].[Na+].[F:16][C:17]1[CH:18]=[C:19]([CH:22]=[CH:23][CH:24]=1)[CH2:20]Br. (4) The reactants are: [Cl:1][C:2]1[CH:3]=[CH:4][C:5]2[N:11](CC3C=CC(OC)=CC=3OC)[C:10](=[O:23])[CH:9]([CH2:24][C:25]3[S:26][C:27]([CH2:30][CH2:31][C:32]([O:34][CH3:35])=[O:33])=[CH:28][N:29]=3)[CH2:8][CH:7]([C:36]3[CH:41]=[CH:40][CH:39]=[C:38]([O:42][CH3:43])[C:37]=3[O:44][CH3:45])[C:6]=2[CH:46]=1.[N+]([O-])(O)=O.[N+]([O-])(O)=O.[N+]([O-])(O)=O.[N+]([O-])(O)=O.[N+]([O-])(O)=O.[N+]([O-])(O)=O.[Ce].C(=O)(O)[O-].[Na+].C(OCC)(=O)C. Given the product [Cl:1][C:2]1[CH:3]=[CH:4][C:5]2[NH:11][C:10](=[O:23])[CH:9]([CH2:24][C:25]3[S:26][C:27]([CH2:30][CH2:31][C:32]([O:34][CH3:35])=[O:33])=[CH:28][N:29]=3)[CH2:8][CH:7]([C:36]3[CH:41]=[CH:40][CH:39]=[C:38]([O:42][CH3:43])[C:37]=3[O:44][CH3:45])[C:6]=2[CH:46]=1, predict the reactants needed to synthesize it. (5) Given the product [C:1]1([CH2:11][O:12][C:13]2[CH:20]=[CH:19][CH:18]=[CH:17][C:14]=2/[CH:15]=[C:27](\[C:21]2[CH:26]=[CH:25][CH:24]=[CH:23][CH:22]=2)/[C:28]([NH:30][NH2:31])=[O:29])[C:10]2[C:5](=[CH:6][CH:7]=[CH:8][CH:9]=2)[CH:4]=[CH:3][CH:2]=1, predict the reactants needed to synthesize it. The reactants are: [C:1]1([CH2:11][O:12][C:13]2[CH:20]=[CH:19][CH:18]=[CH:17][C:14]=2[CH:15]=O)[C:10]2[C:5](=[CH:6][CH:7]=[CH:8][CH:9]=2)[CH:4]=[CH:3][CH:2]=1.[C:21]1([CH2:27][C:28]([NH:30][NH2:31])=[O:29])[CH:26]=[CH:25][CH:24]=[CH:23][CH:22]=1. (6) Given the product [F:47][C:44]([F:45])([F:46])[C:43]([C:40]1[CH:41]=[N:42][C:37]([N:22]2[CH2:23][CH2:24][N:25]([S:32]([C:28]3[S:27][CH:31]=[CH:30][N:29]=3)(=[O:34])=[O:33])[CH2:26][C@@H:21]2[CH2:20][N:19]2[CH:13]3[CH:12]([OH:11])[CH2:18][CH:17]2[CH2:16][O:15][CH2:14]3)=[N:38][CH:39]=1)([OH:52])[C:48]([F:51])([F:50])[F:49], predict the reactants needed to synthesize it. The reactants are: Cl.Cl.Cl.C([O:11][CH:12]1[CH2:18][CH:17]2[N:19]([CH2:20][C@H:21]3[CH2:26][NH:25][CH2:24][CH2:23][NH:22]3)[CH:13]1[CH2:14][O:15][CH2:16]2)C1C=CC=CC=1.[S:27]1[CH:31]=[CH:30][N:29]=[C:28]1[S:32](Cl)(=[O:34])=[O:33].Cl[C:37]1[N:42]=[CH:41][C:40]([C:43]([OH:52])([C:48]([F:51])([F:50])[F:49])[C:44]([F:47])([F:46])[F:45])=[CH:39][N:38]=1.CCN(C(C)C)C(C)C.B(Cl)(Cl)Cl. (7) Given the product [CH2:1]([O:8][CH2:9][CH2:10][CH2:11][CH2:12][CH2:13][N:14]1[CH2:19][CH2:18][C:17](=[N:22][OH:23])[CH2:16][CH2:15]1)[C:2]1[CH:7]=[CH:6][CH:5]=[CH:4][CH:3]=1, predict the reactants needed to synthesize it. The reactants are: [CH2:1]([O:8][CH2:9][CH2:10][CH2:11][CH2:12][CH2:13][N:14]1[CH2:19][CH2:18][C:17](=O)[CH2:16][CH2:15]1)[C:2]1[CH:7]=[CH:6][CH:5]=[CH:4][CH:3]=1.Cl.[NH2:22][OH:23]. (8) Given the product [ClH:44].[CH:1]1([N:7]2[C:11]3([CH2:16][CH2:15][N:14]([CH2:17][CH2:18][CH2:19][C:20]([C:22]4[CH:27]=[CH:26][C:25]([F:28])=[CH:24][CH:23]=4)=[O:21])[CH2:13][CH2:12]3)[C:10](=[O:29])[N:9]([CH2:30][C:31]3[CH:32]=[C:33]([CH:41]=[CH:42][CH:43]=3)[C:34]([OH:36])=[O:35])[CH2:8]2)[CH2:6][CH2:5][CH2:4][CH2:3][CH2:2]1, predict the reactants needed to synthesize it. The reactants are: [CH:1]1([N:7]2[C:11]3([CH2:16][CH2:15][N:14]([CH2:17][CH2:18][CH2:19][C:20]([C:22]4[CH:27]=[CH:26][C:25]([F:28])=[CH:24][CH:23]=4)=[O:21])[CH2:13][CH2:12]3)[C:10](=[O:29])[N:9]([CH2:30][C:31]3[CH:32]=[C:33]([CH:41]=[CH:42][CH:43]=3)[C:34]([O:36]C(C)(C)C)=[O:35])[CH2:8]2)[CH2:6][CH2:5][CH2:4][CH2:3][CH2:2]1.[ClH:44].